From a dataset of Peptide-MHC class II binding affinity with 134,281 pairs from IEDB. Regression. Given a peptide amino acid sequence and an MHC pseudo amino acid sequence, predict their binding affinity value. This is MHC class II binding data. (1) The peptide sequence is KNPVVDGNPTVDIEEHHHHHH. The binding affinity (normalized) is 0. The MHC is DRB3_0202 with pseudo-sequence DRB3_0202. (2) The peptide sequence is INEPTGAAIAYGLDR. The MHC is HLA-DQA10401-DQB10402 with pseudo-sequence HLA-DQA10401-DQB10402. The binding affinity (normalized) is 0.491. (3) The peptide sequence is SSMVEAMVSRARIDA. The MHC is DRB1_1101 with pseudo-sequence DRB1_1101. The binding affinity (normalized) is 0.246. (4) The peptide sequence is LSPLSNMVSMANNHM. The MHC is HLA-DPA10201-DPB11401 with pseudo-sequence HLA-DPA10201-DPB11401. The binding affinity (normalized) is 0.0707. (5) The peptide sequence is KDKWIELKESWGAIWRIDTP. The MHC is HLA-DPA10301-DPB10402 with pseudo-sequence HLA-DPA10301-DPB10402. The binding affinity (normalized) is 0.415. (6) The peptide sequence is DFKVAATAANAAPAN. The MHC is DRB1_0401 with pseudo-sequence DRB1_0401. The binding affinity (normalized) is 0.186. (7) The peptide sequence is FLRIVQCRSVEGSCG. The MHC is DRB1_0401 with pseudo-sequence DRB1_0401. The binding affinity (normalized) is 0.518. (8) The peptide sequence is EMGANFKADRVIDPR. The MHC is DRB1_0701 with pseudo-sequence DRB1_0701. The binding affinity (normalized) is 0. (9) The peptide sequence is CIEYVTLNASQYANC. The MHC is HLA-DPA10201-DPB10501 with pseudo-sequence HLA-DPA10201-DPB10501. The binding affinity (normalized) is 0.183.